Dataset: Experimentally validated miRNA-target interactions with 360,000+ pairs, plus equal number of negative samples. Task: Binary Classification. Given a miRNA mature sequence and a target amino acid sequence, predict their likelihood of interaction. The miRNA is hsa-miR-145-5p with sequence GUCCAGUUUUCCCAGGAAUCCCU. The protein sequence of the target gene is MGKVLSKIFGNKEMRILMLGLDAAGKTTILYKLKLGQSVTTIPTVGFNVETVTYKNVKFNVWDVGGQDKIRPLWRHYYTGTQGLIFVVDCADRDRIDEARQELHRIINDREMRDAIILIFANKQDLPDAMKPHEIQEKLGLTRIRDRNWYVQPSCATSGDGLYEGLTWLTSNYKS. Result: 1 (interaction).